Task: Predict the reactants needed to synthesize the given product.. Dataset: Full USPTO retrosynthesis dataset with 1.9M reactions from patents (1976-2016) (1) Given the product [Cl:9][C:6]1[C:7]([Cl:8])=[C:2]([Cl:1])[CH:3]=[C:4]([C:10]2[S:12][C:15]([C:17]([F:20])([F:19])[F:18])=[CH:14][N:11]=2)[N:5]=1, predict the reactants needed to synthesize it. The reactants are: [Cl:1][C:2]1[C:7]([Cl:8])=[C:6]([Cl:9])[N:5]=[C:4]([C:10](=[S:12])[NH2:11])[CH:3]=1.Cl[CH2:14][C:15]([C:17]([F:20])([F:19])[F:18])=O. (2) Given the product [CH3:13][N:12]1[C:8]([C:5]2[CH:4]=[CH:3][C:2]([B:14]3[O:18][C:17]([CH3:20])([CH3:19])[C:16]([CH3:22])([CH3:21])[O:15]3)=[CH:7][N:6]=2)=[N:9][N:10]=[N:11]1, predict the reactants needed to synthesize it. The reactants are: Br[C:2]1[CH:3]=[CH:4][C:5]([C:8]2[N:12]([CH3:13])[N:11]=[N:10][N:9]=2)=[N:6][CH:7]=1.[B:14]1([B:14]2[O:18][C:17]([CH3:20])([CH3:19])[C:16]([CH3:22])([CH3:21])[O:15]2)[O:18][C:17]([CH3:20])([CH3:19])[C:16]([CH3:22])([CH3:21])[O:15]1.CC([O-])=O.[K+]. (3) Given the product [C:3]12([CH2:13][CH2:14][N:15]([CH2:16][CH2:17][CH2:18][CH2:19][CH3:20])[C:23](=[O:29])[CH2:22][O:25][CH2:26][CH2:27][OH:21])[CH2:10][CH:9]3[CH2:8][CH:7]([CH2:6][CH:5]([CH2:11]3)[CH2:4]1)[CH2:12]2, predict the reactants needed to synthesize it. The reactants are: [BH4-].[Na+].[C:3]12([CH2:13][CH2:14][N-:15][CH2:16][CH2:17][CH2:18][CH2:19][CH3:20])[CH2:12][CH:7]3[CH2:8][CH:9]([CH2:11][CH:5]([CH2:6]3)[CH2:4]1)[CH2:10]2.[OH2:21].[C:22]([O:25][CH2:26][CH3:27])(=O)[CH3:23].C[OH:29]. (4) Given the product [NH2:2][CH2:1][C:3]1[CH:32]=[CH:31][C:6]([C:7]([NH:9][CH2:10][C:11]2[CH:12]=[CH:13][C:14]([O:17][CH2:18][C:19]([N:21]3[CH2:25][C@H:24]4[O:26][C:27]([CH3:29])([CH3:30])[O:28][C@H:23]4[CH2:22]3)=[O:20])=[CH:15][CH:16]=2)=[O:8])=[CH:5][CH:4]=1, predict the reactants needed to synthesize it. The reactants are: [C:1]([C:3]1[CH:32]=[CH:31][C:6]([C:7]([NH:9][CH2:10][C:11]2[CH:16]=[CH:15][C:14]([O:17][CH2:18][C:19]([N:21]3[CH2:25][CH:24]4[O:26][C:27]([CH3:30])([CH3:29])[O:28][CH:23]4[CH2:22]3)=[O:20])=[CH:13][CH:12]=2)=[O:8])=[CH:5][CH:4]=1)#[N:2]. (5) Given the product [C:17]([O:16][C:14](=[O:15])[NH:13][C@H:10]1[CH2:11][CH2:12][C@H:7]([CH2:6][C:21]#[N:22])[CH2:8][CH2:9]1)([CH3:20])([CH3:19])[CH3:18], predict the reactants needed to synthesize it. The reactants are: CS(O[CH2:6][C@H:7]1[CH2:12][CH2:11][C@H:10]([NH:13][C:14]([O:16][C:17]([CH3:20])([CH3:19])[CH3:18])=[O:15])[CH2:9][CH2:8]1)(=O)=O.[C-:21]#[N:22].[Na+]. (6) The reactants are: Br.[OH:2][C:3]1[CH:8]=[CH:7][C:6]([C:9]2[N:10]=[CH:11][N:12]([C:14]([N:16]([CH3:23])[CH:17]3[CH2:22][CH2:21][NH:20][CH2:19][CH2:18]3)=[O:15])[CH:13]=2)=[CH:5][CH:4]=1.C(N(CC)C(C)C)(C)C.[CH3:33][O:34][C:35]1[CH:36]=[C:37]([CH:40]=[C:41]([O:43][CH3:44])[CH:42]=1)[CH:38]=O.[Na].C(O)(=O)C. Given the product [CH3:44][O:43][C:41]1[CH:40]=[C:37]([CH:36]=[C:35]([O:34][CH3:33])[CH:42]=1)[CH2:38][N:20]1[CH2:21][CH2:22][CH:17]([N:16]([CH3:23])[C:14]([N:12]2[CH:13]=[C:9]([C:6]3[CH:7]=[CH:8][C:3]([OH:2])=[CH:4][CH:5]=3)[N:10]=[CH:11]2)=[O:15])[CH2:18][CH2:19]1, predict the reactants needed to synthesize it. (7) Given the product [CH:1]1([S:4]([C:7]2[CH:8]=[CH:9][C:10]([CH:13]([C:21]3[NH:22][C:23]([C:29]4[S:30][CH:31]=[CH:32][N:33]=4)=[CH:24][C:25]=3[C:26]([NH2:36])=[O:28])[CH2:14][CH:15]3[CH2:20][CH2:19][O:18][CH2:17][CH2:16]3)=[CH:11][CH:12]=2)(=[O:6])=[O:5])[CH2:3][CH2:2]1, predict the reactants needed to synthesize it. The reactants are: [CH:1]1([S:4]([C:7]2[CH:12]=[CH:11][C:10]([CH:13]([C:21]3[NH:22][C:23]([C:29]4[S:30][CH:31]=[CH:32][N:33]=4)=[CH:24][C:25]=3[C:26]([OH:28])=O)[CH2:14][CH:15]3[CH2:20][CH2:19][O:18][CH2:17][CH2:16]3)=[CH:9][CH:8]=2)(=[O:6])=[O:5])[CH2:3][CH2:2]1.Cl.C[N:36](C)CCCN=C=NCC.[NH4+].ON1C2C=CC=CC=2N=N1. (8) Given the product [NH2:18][CH:19]([CH2:40][C:41]1[CH:42]=[CH:43][C:44]([Cl:47])=[CH:45][CH:46]=1)[C:20]([N:22]1[CH2:27][CH2:26][C:25]([CH:34]2[CH2:35][CH2:36][CH2:37][CH2:38][CH2:39]2)([CH2:28][N:29]2[CH:33]=[N:32][CH:31]=[N:30]2)[CH2:24][CH2:23]1)=[O:21], predict the reactants needed to synthesize it. The reactants are: FC(F)(F)C(O)=O.ClCCl.O.C(OC(=O)[NH:18][CH:19]([CH2:40][C:41]1[CH:46]=[CH:45][C:44]([Cl:47])=[CH:43][CH:42]=1)[C:20]([N:22]1[CH2:27][CH2:26][C:25]([CH:34]2[CH2:39][CH2:38][CH2:37][CH2:36][CH2:35]2)([CH2:28][N:29]2[CH:33]=[N:32][CH:31]=[N:30]2)[CH2:24][CH2:23]1)=[O:21])(C)(C)C. (9) Given the product [CH3:14][O:13][C:7]1[CH:8]=[C:9]([O:11][CH3:12])[CH:10]=[C:3]([O:2][CH3:1])[C:4]=1[C:5]1[N:15]=[N:16][NH:17][N:6]=1, predict the reactants needed to synthesize it. The reactants are: [CH3:1][O:2][C:3]1[CH:10]=[C:9]([O:11][CH3:12])[CH:8]=[C:7]([O:13][CH3:14])[C:4]=1[C:5]#[N:6].[N-:15]=[N+:16]=[N-:17].[Na+].Cl.CCOC(C)=O. (10) Given the product [CH:23]1([NH:26][C:27]([C:28]2[CH:33]=[CH:32][C:31]([CH3:34])=[C:30]([C:2]3[CH:22]=[CH:21][C:5]([C:6]([NH:8][CH2:9][C:10]4[CH:15]=[CH:14][CH:13]=[C:12]([NH:16][S:17]([CH3:20])(=[O:19])=[O:18])[CH:11]=4)=[O:7])=[CH:4][N:3]=3)[CH:29]=2)=[O:44])[CH2:24][CH2:25]1, predict the reactants needed to synthesize it. The reactants are: Cl[C:2]1[CH:22]=[CH:21][C:5]([C:6]([NH:8][CH2:9][C:10]2[CH:15]=[CH:14][CH:13]=[C:12]([NH:16][S:17]([CH3:20])(=[O:19])=[O:18])[CH:11]=2)=[O:7])=[CH:4][N:3]=1.[CH:23]1([NH:26][C:27](=[O:44])[C:28]2[CH:33]=[CH:32][C:31]([CH3:34])=[C:30](B3OC(C)(C)C(C)(C)O3)[CH:29]=2)[CH2:25][CH2:24]1.